From a dataset of Forward reaction prediction with 1.9M reactions from USPTO patents (1976-2016). Predict the product of the given reaction. (1) The product is: [CH:1]1[CH:6]=[C:5]2[C:7]([N:9]([C@H:15]3[CH:20]4[CH2:21][CH2:22][N:17]([CH2:18][CH2:19]4)[CH2:16]3)[CH2:10][C@H:11]3[CH2:12][CH2:13][CH2:14][C:3](=[C:4]23)[CH:2]=1)=[O:8].[ClH:23]. Given the reactants [CH:1]1[CH:6]=[C:5]2[C:7]([N:9]([C@H:15]3[CH:20]4[CH2:21][CH2:22][N:17]([CH2:18][CH2:19]4)[CH2:16]3)[CH2:10][C@H:11]3[CH2:12][CH2:13][CH2:14][C:3](=[C:4]23)[CH:2]=1)=[O:8].[ClH:23].BrN1C(=O)CCC1=O, predict the reaction product. (2) Given the reactants [O:1]1[C:5]2[CH:6]=[CH:7][C:8]([CH2:10][CH2:11][C:12]([OH:14])=O)=[CH:9][C:4]=2[O:3][CH2:2]1.S(Cl)([Cl:17])=O, predict the reaction product. The product is: [O:1]1[C:5]2[CH:6]=[CH:7][C:8]([CH2:10][CH2:11][C:12]([Cl:17])=[O:14])=[CH:9][C:4]=2[O:3][CH2:2]1. (3) Given the reactants [N:1]1([CH2:7][CH2:8][CH2:9][O:10][C:11]2[CH:18]=[CH:17][C:14]([CH:15]=O)=[CH:13][CH:12]=2)[CH2:6][CH2:5][CH2:4][CH2:3][CH2:2]1.[Cl:19][C:20]1[CH:25]=[CH:24][C:23]([C:26]2([OH:32])[CH2:31][CH2:30][NH:29][CH2:28][CH2:27]2)=[CH:22][CH:21]=1.C(O[BH-](OC(=O)C)OC(=O)C)(=O)C.[Na+].[OH-].[Na+].[CH2:49]([Cl:51])[Cl:50], predict the reaction product. The product is: [NH3:1].[CH2:49]([Cl:51])[Cl:50].[Cl:19][C:20]1[CH:25]=[CH:24][C:23]([C:26]2([OH:32])[CH2:27][CH2:28][N:29]([CH2:15][C:14]3[CH:17]=[CH:18][C:11]([O:10][CH2:9][CH2:8][CH2:7][N:1]4[CH2:6][CH2:5][CH2:4][CH2:3][CH2:2]4)=[CH:12][CH:13]=3)[CH2:30][CH2:31]2)=[CH:22][CH:21]=1. (4) Given the reactants C([O:3][C:4]([CH:6]1[CH2:11][N:10]([CH2:12][C:13]2[CH:18]=[C:17]([O:19][CH3:20])[C:16]([O:21][CH3:22])=[C:15]([O:23][CH3:24])[CH:14]=2)[CH2:9][CH2:8][N:7]1[CH2:25][CH2:26][CH2:27][CH2:28][CH2:29][CH:30]([C:38]1[CH:43]=[CH:42][C:41]([F:44])=[CH:40][CH:39]=1)[C:31]1[CH:36]=[CH:35][C:34]([F:37])=[CH:33][CH:32]=1)=[O:5])C.[Li+].[OH-], predict the reaction product. The product is: [F:44][C:41]1[CH:42]=[CH:43][C:38]([CH:30]([C:31]2[CH:32]=[CH:33][C:34]([F:37])=[CH:35][CH:36]=2)[CH2:29][CH2:28][CH2:27][CH2:26][CH2:25][N:7]2[CH2:8][CH2:9][N:10]([CH2:12][C:13]3[CH:18]=[C:17]([O:19][CH3:20])[C:16]([O:21][CH3:22])=[C:15]([O:23][CH3:24])[CH:14]=3)[CH2:11][CH:6]2[C:4]([OH:5])=[O:3])=[CH:39][CH:40]=1. (5) Given the reactants C[O:2][C:3]1[CH:4]=[C:5]([C:11]([CH3:16])([CH3:15])[C:12]([OH:14])=[O:13])[CH:6]=[C:7]([O:9]C)[CH:8]=1, predict the reaction product. The product is: [OH:2][C:3]1[CH:4]=[C:5]([C:11]([CH3:16])([CH3:15])[C:12]([OH:14])=[O:13])[CH:6]=[C:7]([OH:9])[CH:8]=1. (6) Given the reactants [CH3:1][CH:2]([CH2:4][CH2:5][CH2:6][C@@H:7]([C@@H:9]1[C@:26]2([CH3:27])[C@H:12]([C:13]3[O:14][C:15](=[O:29])[CH:16]4[C@:21]([C:23]=3[CH2:24][CH2:25]2)([CH3:22])[CH2:20][CH2:19][C:18](=[O:28])[CH2:17]4)[CH2:11][CH2:10]1)[CH3:8])[CH3:3].[BH4-].[Na+].[Cl-].[NH4+], predict the reaction product. The product is: [OH:28][C@H:18]1[CH2:19][CH2:20][C@@:21]2([CH3:22])[C@@H:16]([C:15](=[O:29])[O:14][C:13]3[C@H:12]4[C@:26]([CH3:27])([CH2:25][CH2:24][C:23]=32)[C@@H:9]([C@H:7]([CH3:8])[CH2:6][CH2:5][CH2:4][CH:2]([CH3:3])[CH3:1])[CH2:10][CH2:11]4)[CH2:17]1.